From a dataset of Catalyst prediction with 721,799 reactions and 888 catalyst types from USPTO. Predict which catalyst facilitates the given reaction. (1) Reactant: [Br:1][C:2]1[CH:3]=[C:4]2[C:8](=[CH:9][CH:10]=1)[NH:7][N:6]=[C:5]2[CH:11]1[CH2:14][CH2:13][CH2:12]1.[H-].[Na+].I[CH2:18][CH3:19]. Product: [Br:1][C:2]1[CH:3]=[C:4]2[C:8](=[CH:9][CH:10]=1)[N:7]([CH2:18][CH3:19])[N:6]=[C:5]2[CH:11]1[CH2:14][CH2:13][CH2:12]1. The catalyst class is: 3. (2) Reactant: [Br:1][C:2]1[CH:3]=[CH:4][C:5]([F:13])=[C:6]([CH:8]=[CH:9][C:10](Cl)=[O:11])[CH:7]=1.Cl.[CH3:15][NH:16][O:17][CH3:18].N1C=CC=CC=1. Product: [Br:1][C:2]1[CH:3]=[CH:4][C:5]([F:13])=[C:6]([CH:8]=[CH:9][C:10]([N:16]([O:17][CH3:18])[CH3:15])=[O:11])[CH:7]=1. The catalyst class is: 4. (3) Reactant: ClC(Cl)(Cl)[C:3]([C:5]1[C:13]2[C:8](=[CH:9][C:10]([C:14]([N:16]3[CH2:22][C:21]4([CH3:24])[CH2:23][CH:17]3[CH2:18][C:19]([CH3:26])([CH3:25])[CH2:20]4)=[O:15])=[CH:11][CH:12]=2)[NH:7][CH:6]=1)=[O:4].C([OH:31])C.[OH-].[Na+]. Product: [CH3:24][C:21]12[CH2:23][CH:17]([N:16]([C:14]([C:10]3[CH:9]=[C:8]4[C:13]([C:5]([C:3]([OH:31])=[O:4])=[CH:6][NH:7]4)=[CH:12][CH:11]=3)=[O:15])[CH2:22]1)[CH2:18][C:19]([CH3:25])([CH3:26])[CH2:20]2. The catalyst class is: 1. (4) Reactant: [CH:1]1([C:7]([C:12]2[CH:17]=[CH:16][CH:15]=[CH:14][CH:13]=2)([OH:11])[C:8]([OH:10])=[O:9])[CH2:6][CH2:5][CH2:4][CH2:3][CH2:2]1.Br[CH2:19][CH:20]1[CH2:25][CH2:24][N:23]([C:26]([O:28][C:29]([CH3:32])([CH3:31])[CH3:30])=[O:27])[CH2:22][CH2:21]1.C(=O)([O-])[O-].[K+].[K+]. Product: [CH:12]1([C:7]([OH:11])([C:1]2[CH:6]=[CH:5][CH:4]=[CH:3][CH:2]=2)[C:8]([O:10][CH2:19][CH:20]2[CH2:25][CH2:24][N:23]([C:26]([O:28][C:29]([CH3:30])([CH3:32])[CH3:31])=[O:27])[CH2:22][CH2:21]2)=[O:9])[CH2:17][CH2:16][CH2:15][CH2:14][CH2:13]1. The catalyst class is: 288. (5) Reactant: [H-].C([Al+]CC(C)C)C(C)C.[Si:11]([O:28][CH2:29][CH:30]1[O:35][C:34](=[O:36])[C:33]2=[N:37][CH:38]=[CH:39][N:32]2[CH2:31]1)([C:24]([CH3:27])([CH3:26])[CH3:25])([C:18]1[CH:23]=[CH:22][CH:21]=[CH:20][CH:19]=1)[C:12]1[CH:17]=[CH:16][CH:15]=[CH:14][CH:13]=1.CO.[BH4-].[Na+]. Product: [Si:11]([O:28][CH2:29][CH:30]([OH:35])[CH2:31][N:32]1[CH:39]=[CH:38][N:37]=[C:33]1[CH2:34][OH:36])([C:24]([CH3:26])([CH3:27])[CH3:25])([C:12]1[CH:13]=[CH:14][CH:15]=[CH:16][CH:17]=1)[C:18]1[CH:23]=[CH:22][CH:21]=[CH:20][CH:19]=1. The catalyst class is: 4. (6) Reactant: [CH:1]([N:14]1[CH2:17][CH:16]([CH2:18][O:19][C:20]2[C:32](Cl)=[CH:31][C:23]([C:24]([O:26][C:27]([CH3:30])([CH3:29])[CH3:28])=[O:25])=[C:22]([F:34])[CH:21]=2)[CH2:15]1)([C:8]1[CH:13]=[CH:12][CH:11]=[CH:10][CH:9]=1)[C:2]1[CH:7]=[CH:6][CH:5]=[CH:4][CH:3]=1.[CH:35]1(B(O)O)[CH2:37][CH2:36]1.P([O-])([O-])([O-])=O.[K+].[K+].[K+].[F-].[K+]. Product: [CH:1]([N:14]1[CH2:17][CH:16]([CH2:18][O:19][C:20]2[C:32]([CH:35]3[CH2:37][CH2:36]3)=[CH:31][C:23]([C:24]([O:26][C:27]([CH3:30])([CH3:29])[CH3:28])=[O:25])=[C:22]([F:34])[CH:21]=2)[CH2:15]1)([C:8]1[CH:13]=[CH:12][CH:11]=[CH:10][CH:9]=1)[C:2]1[CH:7]=[CH:6][CH:5]=[CH:4][CH:3]=1. The catalyst class is: 93. (7) Reactant: Cl[C:2]1[N:11]=[C:10]([NH:12][CH2:13][CH:14]2[CH2:16][C@@:15]2([C:24]2[CH:29]=[CH:28][CH:27]=[CH:26][CH:25]=2)[C:17]([N:19]([CH2:22][CH3:23])[CH2:20][CH3:21])=[O:18])[C:9]2[C:4](=[CH:5][CH:6]=[CH:7][CH:8]=2)[N:3]=1.[CH3:30][N:31]([CH3:41])[C:32]1[CH:37]=[CH:36][C:35](B(O)O)=[CH:34][CH:33]=1.C1(C(C2C=CC=CN=2)CNC2C3C(=CC=CC=3)N=C(C3C=CC(NS(C)(=O)=O)=CC=3)N=2)C=CC=CC=1. Product: [CH3:30][N:31]([CH3:41])[C:32]1[CH:37]=[CH:36][C:35]([C:2]2[N:11]=[C:10]([NH:12][CH2:13][C@H:14]3[CH2:16][C@@:15]3([C:24]3[CH:29]=[CH:28][CH:27]=[CH:26][CH:25]=3)[C:17]([N:19]([CH2:22][CH3:23])[CH2:20][CH3:21])=[O:18])[C:9]3[C:4](=[CH:5][CH:6]=[CH:7][CH:8]=3)[N:3]=2)=[CH:34][CH:33]=1. The catalyst class is: 147. (8) Reactant: Cl[C:2]1[C:7]([CH3:8])=[CH:6][C:5]([N+:9]([O-:11])=[O:10])=[CH:4][N:3]=1.[N:12]1[CH:17]=[CH:16][CH:15]=[CH:14][C:13]=1[CH2:18][NH2:19].O. Product: [CH3:8][C:7]1[C:2]([NH:19][CH2:18][C:13]2[CH:14]=[CH:15][CH:16]=[CH:17][N:12]=2)=[N:3][CH:4]=[C:5]([N+:9]([O-:11])=[O:10])[CH:6]=1. The catalyst class is: 7. (9) Reactant: [CH:1]1[CH:2]=[CH:3][C:4]2[NH:9][C:8]([OH:10])=[C:7]([C:11]3[C:19](=O)[C:18]4[CH:17]=[CH:16][CH:15]=[CH:14][C:13]=4[N:12]=3)[C:5]=2[CH:6]=1.Cl.[NH2:22][OH:23].[OH-].[K+].O. Product: [CH:1]1[CH:2]=[CH:3][C:4]2[NH:9][C:8]([OH:10])=[C:7]([C:11]3[NH:12][C:13]4[CH:14]=[CH:15][CH:16]=[CH:17][C:18]=4[C:19]=3[N:22]=[O:23])[C:5]=2[CH:6]=1. The catalyst class is: 212. (10) Reactant: [CH:1]1([CH2:6][CH:7]([C:11]2[CH:16]=[CH:15][C:14]([S:17]([CH3:20])(=[O:19])=[O:18])=[CH:13][CH:12]=2)[C:8]([OH:10])=O)[CH2:5][CH2:4][CH2:3][CH2:2]1.C(Cl)(=O)C(Cl)=O.Br.[NH2:28][C:29]1[S:30][C:31]([Br:34])=[CH:32][N:33]=1.C(N(CC)CC)C. Product: [Br:34][C:31]1[S:30][C:29]([NH:28][C:8](=[O:10])[CH:7]([C:11]2[CH:16]=[CH:15][C:14]([S:17]([CH3:20])(=[O:19])=[O:18])=[CH:13][CH:12]=2)[CH2:6][CH:1]2[CH2:2][CH2:3][CH2:4][CH2:5]2)=[N:33][CH:32]=1. The catalyst class is: 454.